Dataset: Forward reaction prediction with 1.9M reactions from USPTO patents (1976-2016). Task: Predict the product of the given reaction. (1) Given the reactants Cl.[NH2:2][CH2:3][C:4](=O)[CH2:5][CH2:6][C:7]([OH:9])=[O:8].[CH2:11]([O:13][C:14](=[O:28])[C:15]1[CH:20]=[CH:19][CH:18]=[C:17]([S:21]([CH2:24][C:25](=O)[CH3:26])(=[O:23])=[O:22])[CH:16]=1)[CH3:12].C([O-])(=O)C.[Na+], predict the reaction product. The product is: [CH2:11]([O:13][C:14](=[O:28])[C:15]1[CH:20]=[CH:19][CH:18]=[C:17]([S:21]([C:24]2[C:4]([CH2:5][CH2:6][C:7]([OH:9])=[O:8])=[CH:3][NH:2][C:25]=2[CH3:26])(=[O:23])=[O:22])[CH:16]=1)[CH3:12]. (2) Given the reactants [N:1]1[CH:6]=[CH:5][CH:4]=[CH:3][C:2]=1[C:7]1[N:11]=[C:10]([C:12]2[CH:13]=[N:14][CH:15]=[C:16](Br)[CH:17]=2)[O:9][N:8]=1.[O:19]1[CH:23]=[CH:22][C:21](B(O)O)=[CH:20]1.C(=O)([O-])[O-].[Na+].[Na+], predict the reaction product. The product is: [N:1]1[CH:6]=[CH:5][CH:4]=[CH:3][C:2]=1[C:7]1[N:11]=[C:10]([C:12]2[CH:13]=[N:14][CH:15]=[C:16]([C:21]3[CH:22]=[CH:23][O:19][CH:20]=3)[CH:17]=2)[O:9][N:8]=1. (3) Given the reactants C([O:3][C:4]([C@H:6]1[C@@H:11]([N:12]([C:18](=[O:37])[CH2:19][C:20]2[NH:25][C:24]3[CH:26]=[CH:27][C:28]([NH:30][S:31]([CH3:34])(=[O:33])=[O:32])=[CH:29][C:23]=3[S:22](=[O:36])(=[O:35])[N:21]=2)[CH2:13][CH2:14][CH:15]([CH3:17])[CH3:16])[C@H:10]2[CH2:38][C@@H:7]1[CH2:8][CH2:9]2)=O)C.[O-]CC.[Na+].Cl, predict the reaction product. The product is: [OH:3][C:4]1[C@H:6]2[C@H:11]([C@H:10]3[CH2:38][C@@H:7]2[CH2:8][CH2:9]3)[N:12]([CH2:13][CH2:14][CH:15]([CH3:17])[CH3:16])[C:18](=[O:37])[C:19]=1[C:20]1[NH:25][C:24]2[CH:26]=[CH:27][C:28]([NH:30][S:31]([CH3:34])(=[O:32])=[O:33])=[CH:29][C:23]=2[S:22](=[O:36])(=[O:35])[N:21]=1. (4) Given the reactants [F:1][C:2]1[CH:3]=[C:4]([N:11]2[CH2:16][CH2:15][CH:14]([N:17]3[CH2:21][CH2:20][CH2:19][C@@H:18]3[CH3:22])[CH2:13][CH2:12]2)[CH:5]=[CH:6][C:7]=1[N+:8]([O-])=O, predict the reaction product. The product is: [F:1][C:2]1[CH:3]=[C:4]([N:11]2[CH2:16][CH2:15][CH:14]([N:17]3[CH2:21][CH2:20][CH2:19][C@@H:18]3[CH3:22])[CH2:13][CH2:12]2)[CH:5]=[CH:6][C:7]=1[NH2:8]. (5) Given the reactants [N+:1]([C:4]1[CH:9]=[CH:8][C:7]([CH:10]([CH2:16][C:17]([O:19][CH2:20][CH3:21])=[O:18])[C:11]([O:13][CH2:14][CH3:15])=[O:12])=[CH:6][CH:5]=1)([O-])=O.C(O)(=O)C, predict the reaction product. The product is: [NH2:1][C:4]1[CH:9]=[CH:8][C:7]([CH:10]([CH2:16][C:17]([O:19][CH2:20][CH3:21])=[O:18])[C:11]([O:13][CH2:14][CH3:15])=[O:12])=[CH:6][CH:5]=1. (6) Given the reactants C[O:2][C:3](=[O:32])[CH2:4][C:5]1[CH:10]=[C:9]([Cl:11])[CH:8]=[C:7]([O:12][CH2:13][CH2:14][C:15]2([N:27]3[CH2:31][CH2:30][CH2:29][CH2:28]3)[CH2:20][CH2:19][N:18]([C:21]3[S:22][C:23]([Br:26])=[CH:24][N:25]=3)[CH2:17][CH2:16]2)[CH:6]=1.[OH-].[Na+].O1CCCC1.CO, predict the reaction product. The product is: [Br:26][C:23]1[S:22][C:21]([N:18]2[CH2:19][CH2:20][C:15]([CH2:14][CH2:13][O:12][C:7]3[CH:6]=[C:5]([CH2:4][C:3]([OH:32])=[O:2])[CH:10]=[C:9]([Cl:11])[CH:8]=3)([N:27]3[CH2:28][CH2:29][CH2:30][CH2:31]3)[CH2:16][CH2:17]2)=[N:25][CH:24]=1. (7) Given the reactants [C:1]([OH:9])(=O)[C:2]1[CH:7]=[CH:6][CH:5]=[N:4][CH:3]=1.[F:10][C:11]1[CH:16]=[CH:15][C:14]([CH:17]([C:21]2[CH:26]=[CH:25][C:24]([F:27])=[CH:23][CH:22]=2)[CH2:18][CH2:19][NH2:20])=[CH:13][CH:12]=1, predict the reaction product. The product is: [F:10][C:11]1[CH:16]=[CH:15][C:14]([CH:17]([C:21]2[CH:22]=[CH:23][C:24]([F:27])=[CH:25][CH:26]=2)[CH2:18][CH2:19][NH:20][C:1](=[O:9])[C:2]2[CH:7]=[CH:6][CH:5]=[N:4][CH:3]=2)=[CH:13][CH:12]=1.